From a dataset of Full USPTO retrosynthesis dataset with 1.9M reactions from patents (1976-2016). Predict the reactants needed to synthesize the given product. Given the product [C:43](=[S:44])([O:42][C:39]1[CH:40]=[CH:41][CH:36]=[CH:37][CH:38]=1)[O:35][C@@H:34]1[C@@H:21]2[O:22][CH:23]([C:26]3[CH:27]=[CH:28][C:29]([O:32][CH3:33])=[CH:30][CH:31]=3)[O:24][CH2:25][C@@H:20]2[CH2:19][C@H:18]1[N:15]1[C:11]2[N:12]=[CH:13][N:14]=[C:9]([S:8][CH2:1][C:2]3[CH:7]=[CH:6][CH:5]=[CH:4][CH:3]=3)[C:10]=2[CH:17]=[CH:16]1, predict the reactants needed to synthesize it. The reactants are: [CH2:1]([S:8][C:9]1[C:10]2[CH:17]=[CH:16][N:15]([C@H:18]3[C@H:34]([OH:35])[C@@H:21]4[O:22][CH:23]([C:26]5[CH:31]=[CH:30][C:29]([O:32][CH3:33])=[CH:28][CH:27]=5)[O:24][CH2:25][C@@H:20]4[CH2:19]3)[C:11]=2[N:12]=[CH:13][N:14]=1)[C:2]1[CH:7]=[CH:6][CH:5]=[CH:4][CH:3]=1.[CH:36]1[CH:41]=[CH:40][C:39]([O:42][C:43](Cl)=[S:44])=[CH:38][CH:37]=1.